From a dataset of Reaction yield outcomes from USPTO patents with 853,638 reactions. Predict the reaction yield, written as a fraction of the theoretical maximum amount of product (1.0 means a 100% yield; for example, 0.34 means a 34% yield). (1) The yield is 0.450. The product is [CH3:2][O:3][C:4]([C:6]1[N:7]([C:20]2[CH:25]=[CH:24][CH:23]=[CH:22][CH:21]=2)[C:8]2[C:13]([C:14](=[O:18])[C:15]=1[CH2:16][NH:17][C:31](=[O:32])[C:30]1[CH:34]=[CH:35][C:27]([Cl:26])=[CH:28][CH:29]=1)=[CH:12][CH:11]=[C:10]([Cl:19])[CH:9]=2)=[O:5]. The reactants are Cl.[CH3:2][O:3][C:4]([C:6]1[N:7]([C:20]2[CH:25]=[CH:24][CH:23]=[CH:22][CH:21]=2)[C:8]2[C:13]([C:14](=[O:18])[C:15]=1[CH2:16][NH2:17])=[CH:12][CH:11]=[C:10]([Cl:19])[CH:9]=2)=[O:5].[Cl:26][C:27]1[CH:35]=[CH:34][C:30]([C:31](Cl)=[O:32])=[CH:29][CH:28]=1.C(N(CC)C(C)C)(C)C. The catalyst is C(Cl)Cl. (2) The reactants are [NH2:1][C:2]1[N:7]([CH3:8])[C:6](=[O:9])[CH2:5][C:4]([C:11]2[CH:16]=[CH:15][CH:14]=[C:13](Br)[CH:12]=2)([CH3:10])[N:3]=1.[Cl:18][C:19]1[CH:20]=[C:21](B(O)O)[C:22]([F:25])=[N:23][CH:24]=1.C(=O)([O-])[O-].[Na+].[Na+].Cl. The product is [ClH:18].[NH2:1][C:2]1[N:7]([CH3:8])[C:6](=[O:9])[CH2:5][C:4]([C:11]2[CH:16]=[CH:15][CH:14]=[C:13]([C:21]3[C:22]([F:25])=[N:23][CH:24]=[C:19]([Cl:18])[CH:20]=3)[CH:12]=2)([CH3:10])[N:3]=1. The catalyst is CO.C(OCC)C.Cl[Pd](Cl)([P](C1C=CC=CC=1)(C1C=CC=CC=1)C1C=CC=CC=1)[P](C1C=CC=CC=1)(C1C=CC=CC=1)C1C=CC=CC=1.O.O1CCCC1. The yield is 0.270. (3) The reactants are Cl.[F:2][C:3]1([F:7])[CH2:6][NH:5][CH2:4]1.[Cl:8][C:9]1[C:10]([O:23][C:24]2[CH:25]=[N:26][C:27](F)=[C:28]([Cl:30])[CH:29]=2)=[CH:11][C:12]([F:22])=[C:13]([CH:21]=1)[C:14]([NH:16][S:17]([CH3:20])(=[O:19])=[O:18])=[O:15].C(=O)([O-])[O-].[K+].[K+]. The product is [Cl:8][C:9]1[C:10]([O:23][C:24]2[CH:25]=[N:26][C:27]([N:5]3[CH2:6][C:3]([F:7])([F:2])[CH2:4]3)=[C:28]([Cl:30])[CH:29]=2)=[CH:11][C:12]([F:22])=[C:13]([CH:21]=1)[C:14]([NH:16][S:17]([CH3:20])(=[O:18])=[O:19])=[O:15]. The catalyst is CS(C)=O.O. The yield is 0.250. (4) The reactants are [NH:1]1[CH:5]=[CH:4][CH:3]=[N:2]1.[Br:6][C:7]1[CH:12]=[CH:11][C:10]([CH2:13]Br)=[C:9]([CH2:15][CH3:16])[CH:8]=1. The catalyst is CN(C=O)C.O. The product is [Br:6][C:7]1[CH:12]=[CH:11][C:10]([CH2:13][N:1]2[CH:5]=[CH:4][CH:3]=[N:2]2)=[C:9]([CH2:15][CH3:16])[CH:8]=1. The yield is 0.800.